From a dataset of Full USPTO retrosynthesis dataset with 1.9M reactions from patents (1976-2016). Predict the reactants needed to synthesize the given product. (1) Given the product [Cl:1][C:2]1[N:7]=[C:6](/[CH:8]=[N:39]/[OH:40])[C:5]2[C:10]([O:32][CH3:33])=[N:11][N:12]([C:13]([C:26]3[CH:27]=[CH:28][CH:29]=[CH:30][CH:31]=3)([C:20]3[CH:25]=[CH:24][CH:23]=[CH:22][CH:21]=3)[C:14]3[CH:15]=[CH:16][CH:17]=[CH:18][CH:19]=3)[C:4]=2[CH:3]=1, predict the reactants needed to synthesize it. The reactants are: [Cl:1][C:2]1[N:7]=[C:6]([CH:8]=O)[C:5]2[C:10]([O:32][CH3:33])=[N:11][N:12]([C:13]([C:26]3[CH:31]=[CH:30][CH:29]=[CH:28][CH:27]=3)([C:20]3[CH:25]=[CH:24][CH:23]=[CH:22][CH:21]=3)[C:14]3[CH:19]=[CH:18][CH:17]=[CH:16][CH:15]=3)[C:4]=2[CH:3]=1.C([O-])(=O)C.[Na+].[NH2:39][OH:40]. (2) Given the product [CH2:21]([CH:20]1[C:15]([C:12]2[CH:13]=[CH:14][C:9]([OH:8])=[CH:10][CH:11]=2)=[C:16]([C:31]2[CH:32]=[CH:33][C:34]([O:37][CH2:38][CH2:39][N:40]3[CH2:41][CH2:42][CH2:43][CH2:44][CH2:45]3)=[CH:35][CH:36]=2)[CH2:17][CH:18]([CH2:24][OH:25])[CH:19]1[CH3:23])[CH3:22], predict the reactants needed to synthesize it. The reactants are: C([O:8][C:9]1[CH:14]=[CH:13][C:12]([CH:15]2[CH:20]([CH2:21][CH3:22])[CH:19]([CH3:23])[CH:18]([CH2:24][O:25][Si](C)(C)C)[CH2:17][C:16]2([C:31]2[CH:36]=[CH:35][C:34]([O:37][CH2:38][CH2:39][N:40]3[CH2:45][CH2:44][CH2:43][CH2:42][CH2:41]3)=[CH:33][CH:32]=2)O)=[CH:11][CH:10]=1)C1C=CC=CC=1. (3) Given the product [Cl:6][CH2:7][C:8]([NH:1][C@@H:2]([CH3:5])[CH2:3][OH:4])=[O:9], predict the reactants needed to synthesize it. The reactants are: [NH2:1][C@@H:2]([CH3:5])[CH2:3][OH:4].[Cl:6][CH2:7][C:8](Cl)=[O:9].[OH-].[Na+]. (4) Given the product [Cl:17][CH:7]([C:9]1[CH:10]=[N:11][CH:12]=[CH:13][CH:14]=1)[C:3]1[CH:2]=[N:1][CH:6]=[CH:5][CH:4]=1, predict the reactants needed to synthesize it. The reactants are: [N:1]1[CH:6]=[CH:5][CH:4]=[C:3]([CH:7]([C:9]2[CH:10]=[N:11][CH:12]=[CH:13][CH:14]=2)O)[CH:2]=1.S(Cl)([Cl:17])=O. (5) Given the product [C:26]([S:28][CH:19]1[CH2:18][N:17]([C:14]2[S:15][CH:16]=[C:12]([CH2:11][NH:10][S:7]([C:1]3[CH:2]=[CH:3][CH:4]=[CH:5][CH:6]=3)(=[O:8])=[O:9])[N:13]=2)[CH2:20]1)(=[O:29])[CH3:27], predict the reactants needed to synthesize it. The reactants are: [C:1]1([S:7]([NH:10][CH2:11][C:12]2[N:13]=[C:14]([N:17]3[CH2:20][CH:19](OS(C)(=O)=O)[CH2:18]3)[S:15][CH:16]=2)(=[O:9])=[O:8])[CH:6]=[CH:5][CH:4]=[CH:3][CH:2]=1.[C:26]([O-:29])(=[S:28])[CH3:27].[K+].